From a dataset of Forward reaction prediction with 1.9M reactions from USPTO patents (1976-2016). Predict the product of the given reaction. (1) Given the reactants C(OC([NH:11][CH2:12][CH2:13][C:14]([NH:16][C@@H:17]([CH2:53][CH2:54][CH2:55][CH2:56][NH:57][C:58]([O:60][C:61]([CH3:64])([CH3:63])[CH3:62])=[O:59])[C:18]([N:20]([CH3:52])[C@H:21]1[C:38]2[CH:39]=[C:34]([C:35]([O:40][CH3:41])=[CH:36][CH:37]=2)[C:33]2=[CH:42][C:29](=[CH:30][CH:31]=[C:32]2[O:43][CH3:44])[CH2:28][C@@H:27]([C:45]([O:47][CH3:48])=[O:46])[NH:26][C:25](=[O:49])[C@H:24]([CH3:50])[NH:23][C:22]1=[O:51])=[O:19])=[O:15])=O)C1C=CC=CC=1.N[C@H](C(O)=O)CCCCN, predict the reaction product. The product is: [NH2:11][CH2:12][CH2:13][C:14]([NH:16][C@@H:17]([CH2:53][CH2:54][CH2:55][CH2:56][NH:57][C:58]([O:60][C:61]([CH3:62])([CH3:64])[CH3:63])=[O:59])[C:18]([N:20]([CH3:52])[C@H:21]1[C:38]2[CH:39]=[C:34]([C:35]([O:40][CH3:41])=[CH:36][CH:37]=2)[C:33]2=[CH:42][C:29](=[CH:30][CH:31]=[C:32]2[O:43][CH3:44])[CH2:28][C@@H:27]([C:45]([O:47][CH3:48])=[O:46])[NH:26][C:25](=[O:49])[C@H:24]([CH3:50])[NH:23][C:22]1=[O:51])=[O:19])=[O:15]. (2) Given the reactants C(C(C1C2NC3C(=CC(F)=CC=3S(C)(=O)=O)C=2CCC1)C([O-])=O)C.C([O:27][C:28](=[O:57])[CH2:29][C@H:30]1[C:42]2[N:41]([C@H:43]([C:45]3[CH:50]=[CH:49][C:48]([Cl:51])=[CH:47][CH:46]=3)[CH3:44])[C:40]3[C:35](=[CH:36][C:37]([F:56])=[CH:38][C:39]=3[S:52]([CH3:55])(=[O:54])=[O:53])[C:34]=2[CH2:33][CH2:32][CH2:31]1)C, predict the reaction product. The product is: [Cl:51][C:48]1[CH:47]=[CH:46][C:45]([C@@H:43]([N:41]2[C:42]3[C@@H:30]([CH2:29][C:28]([OH:57])=[O:27])[CH2:31][CH2:32][CH2:33][C:34]=3[C:35]3[C:40]2=[C:39]([S:52]([CH3:55])(=[O:53])=[O:54])[CH:38]=[C:37]([F:56])[CH:36]=3)[CH3:44])=[CH:50][CH:49]=1. (3) Given the reactants [Cl:1][C:2]1[CH:3]=[C:4]2[C:9](=[CH:10][C:11]=1[OH:12])[O:8][CH:7]=[C:6]([C:13]1[CH:14]=[C:15]([C:19]3[CH:24]=[CH:23][C:22]([F:25])=[CH:21][CH:20]=3)[CH:16]=[CH:17][CH:18]=1)[C:5]2=O.O.[NH2:28][NH2:29], predict the reaction product. The product is: [Cl:1][C:2]1[CH:3]=[C:4]([C:5]2[C:6]([C:13]3[CH:14]=[C:15]([C:19]4[CH:24]=[CH:23][C:22]([F:25])=[CH:21][CH:20]=4)[CH:16]=[CH:17][CH:18]=3)=[CH:7][NH:29][N:28]=2)[C:9]([OH:8])=[CH:10][C:11]=1[OH:12]. (4) The product is: [F:27][C:28]1[CH:41]=[CH:40][C:31]([C:32]([CH:34]2[CH2:39][CH2:38][N:37]([CH2:12][CH:13]3[O:14][C:15]4[C:16](=[CH:17][CH:18]=[C:19]5[N:20]=[C:21]([CH3:24])[O:22][C:23]5=4)[O:25][CH2:26]3)[CH2:36][CH2:35]2)=[O:33])=[CH:30][CH:29]=1. Given the reactants CC1C=CC(S(O[CH2:12][C@H:13]2[CH2:26][O:25][C:16]3[CH:17]=[CH:18][C:19]4[N:20]=[C:21]([CH3:24])[O:22][C:23]=4[C:15]=3[O:14]2)(=O)=O)=CC=1.[F:27][C:28]1[CH:41]=[CH:40][C:31]([C:32]([CH:34]2[CH2:39][CH2:38][NH:37][CH2:36][CH2:35]2)=[O:33])=[CH:30][CH:29]=1.C(O)C.C(O)(=O)/C=C/C(O)=O, predict the reaction product. (5) Given the reactants C(O)(=O)C.[C:5]([CH2:8][C:9]([O:11][CH2:12][CH3:13])=[O:10])(=[NH:7])[NH2:6].[CH3:14][C:15]1[CH:20]=[C:19]([CH3:21])[CH:18]=[C:17]([CH3:22])[C:16]=1[CH:23]1[O:28][C:27](=[O:29])[CH2:26][C:25](=O)[CH2:24]1.[NH:31]1[C:39]2[CH:38]=[CH:37][CH:36]=[C:35]([CH:40]=O)[C:34]=2[CH:33]=[CH:32]1.F[B-](F)(F)F.C([N+]1C=CN(C)C=1)CCC, predict the reaction product. The product is: [CH2:12]([O:11][C:9]([C:8]1[CH:40]([C:35]2[CH:36]=[CH:37][CH:38]=[C:39]3[C:34]=2[CH:33]=[CH:32][NH:31]3)[C:26]2[C:27](=[O:29])[O:28][CH:23]([C:16]3[C:15]([CH3:14])=[CH:20][C:19]([CH3:21])=[CH:18][C:17]=3[CH3:22])[CH2:24][C:25]=2[NH:7][C:5]=1[NH2:6])=[O:10])[CH3:13].